Dataset: Drug-target binding data from BindingDB using Ki measurements. Task: Regression. Given a target protein amino acid sequence and a drug SMILES string, predict the binding affinity score between them. We predict pKi (pKi = -log10(Ki in M); higher means stronger inhibition). Dataset: bindingdb_ki. (1) The drug is CC(=O)NCCc1c[nH]c2ccccc12. The pKi is 5.8. The target protein sequence is MIWMLTLVAVMPNLHTGTLQYDPRVYSCTFSQSVSSAYTIAVVVFHFIIPMLMSSCCYLRIWILVLQVRRRVKPDNKPKLKPQDFRNFITMFVVFVLFAICWAPLNFIVLLGRS. (2) The compound is C=CCC1=C(OCc2cc3ccccc3s2)[C@@H](O)[C@H](O)C[C@]1(O)C(=O)[O-]. The target protein (P9WPX7) has sequence MSELIVNVINGPNLGRLGRREPAVYGGTTHDELVALIEREAAELGLKAVVRQSDSEAQLLDWIHQAADAAEPVILNAGGLTHTSVALRDACAELSAPLIEVHISNVHAREEFRRHSYLSPIATGVIVGLGIQGYLLALRYLAEHVGT. The pKi is 5.9. (3) The compound is COCc1cccc(C[C@H](O)/C=C/[C@H]2[C@H](O)CC(=O)[C@@H]2CCSCCCC(=O)O)c1. The target protein (P35375) has sequence MSPCGLNLSLADEAATCATPRLPNTSVVLPTGDNGTSPALPIFSMTLGAVSNVLALALLAQVAGRMRRRRSAATFLLFVASLLAIDLAGHVIPGALVLRLYTAGRAPAGGACHFLGGCMVFFGLCPLLLGCGMAVERCVGVTQPLIHAARVSVARARLALAVLAAMALAVALLPLVHVGRYELQYPGTWCFISLGPRGGWRQALLAGLFAGLGLAALLAALVCNTLSGLALLRARWRRRRSRRFRKTAGPDDRRRWGSRGPRLASASSASSITSATATLRSSRGGGSARRVHAHDVEMVGQLVGIMVVSCICWSPLLVLVVLAIGGWNSNSLQRPLFLAVRLASWNQILDPWVYILLRQAMLRQLLRLLPLRVSAKGGPTELGLTKSAWEASSLRSSRHSGFSHL. The pKi is 5.0.